Dataset: Full USPTO retrosynthesis dataset with 1.9M reactions from patents (1976-2016). Task: Predict the reactants needed to synthesize the given product. (1) The reactants are: [NH2:1][C:2]1[CH:10]=[CH:9][CH:8]=[C:7]2[C:3]=1[C:4]([CH3:18])=[N:5][N:6]2[C:11]([O:13][C:14]([CH3:17])([CH3:16])[CH3:15])=[O:12].[F:19][C:20]([F:32])([F:31])[C:21]1[CH:30]=[CH:29][C:24]([CH2:25][N:26]=[C:27]=[O:28])=[CH:23][CH:22]=1. Given the product [C:11](=[O:12])([O:13][C:14]([CH3:17])([CH3:16])[CH3:15])[NH2:6].[CH3:18][C:4]1[C:3]2[C:7](=[CH:8][CH:9]=[CH:10][C:2]=2[NH:1][C:27]([NH:26][CH2:25][C:24]2[CH:23]=[CH:22][C:21]([C:20]([F:19])([F:32])[F:31])=[CH:30][CH:29]=2)=[O:28])[NH:6][N:5]=1, predict the reactants needed to synthesize it. (2) Given the product [Br:1][C:2]1[CH:3]=[CH:4][C:5]([O:21][CH2:23][C:24]([O:26][CH2:27][CH3:28])=[O:25])=[C:6]([C:8]([C:10]2[CH:11]=[N:12][N:13]([C:15]3[CH:20]=[CH:19][CH:18]=[CH:17][CH:16]=3)[CH:14]=2)=[O:9])[CH:7]=1, predict the reactants needed to synthesize it. The reactants are: [Br:1][C:2]1[CH:3]=[CH:4][C:5]([OH:21])=[C:6]([C:8]([C:10]2[CH:11]=[N:12][N:13]([C:15]3[CH:20]=[CH:19][CH:18]=[CH:17][CH:16]=3)[CH:14]=2)=[O:9])[CH:7]=1.Br[CH2:23][C:24]([O:26][CH2:27][CH3:28])=[O:25]. (3) Given the product [CH3:1][C@@:2]([OH:34])([C:30]([CH3:33])([CH3:32])[CH3:31])[C@@H:3]1[C@:8]2([O:28][CH3:29])[C@@H:9]3[O:23][C:18]4=[C:19]([OH:22])[CH:20]=[CH:21][C:16]5=[C:17]4[C@:10]43[CH2:11][CH2:12][N:13]([CH2:24][CH:25]3[CH2:26][CH2:27]3)[C@H:14]([CH2:15]5)[C@@:5]4([CH2:6][CH2:7]2)[CH2:4]1, predict the reactants needed to synthesize it. The reactants are: [CH3:1][C@@:2]([OH:34])([C:30]([CH3:33])([CH3:32])[CH3:31])[C@@H:3]1[C@:8]2([O:28][CH3:29])[C@@H:9]3[O:23][C:18]4=[C:19]([OH:22])[CH:20]=[CH:21][C:16]5=[C:17]4[C@:10]43[CH2:11][CH2:12][N:13]([CH2:24][CH:25]3[CH2:27][CH2:26]3)[C@H:14]([CH2:15]5)[C@@:5]4([CH2:6][CH2:7]2)[CH2:4]1.Cl.O=C1O[C@H]([C@H](CO)O)C(O)=C1O.C(O)(=O)CC(CC(O)=O)(C(O)=O)O.C([O-])(=O)CC(CC([O-])=O)(C([O-])=O)O.[Na+].[Na+].[Na+].C(N(CC(O)=O)CC(O)=O)CN(CC(O)=O)CC(O)=O.[Si](=O)=O.CC1C2O[C@@](CCC[C@@H](CCC[C@@H](CCCC(C)C)C)C)(C)CCC=2C(C)=C(OC(C)=O)C=1C. (4) The reactants are: Cl[C:2]1[C:7]([N:8](C)[C:9](=O)C(C)(C)C)=[CH:6][CH:5]=[C:4]([C:16]2[S:17][C:18]3[CH:24]=[C:23]([O:25]COCC)[CH:22]=[CH:21][C:19]=3[N:20]=2)[N:3]=1.C(O)(C(F)(F)[F:33])=O. Given the product [F:33][C:2]1[N:3]=[C:4]([C:16]2[S:17][C:18]3[CH:24]=[C:23]([OH:25])[CH:22]=[CH:21][C:19]=3[N:20]=2)[CH:5]=[CH:6][C:7]=1[NH:8][CH3:9], predict the reactants needed to synthesize it. (5) The reactants are: [CH2:1]([NH2:3])[CH3:2].F[C:5]1[CH:10]=[CH:9][CH:8]=[CH:7][C:6]=1[N+:11]([O-])=O.[BH4-].[Na+].[C:16](N1C=CN=C1)(N1C=CN=C1)=[O:17].Cl. Given the product [CH2:1]([N:3]1[C:5]2[CH:10]=[CH:9][CH:8]=[CH:7][C:6]=2[NH:11][C:16]1=[O:17])[CH3:2], predict the reactants needed to synthesize it. (6) Given the product [CH3:37][O:36][C:31]1[CH:32]=[CH:33][CH:34]=[CH:35][C:30]=1[C:29]1[NH:20][C:19](=[O:40])[C:21]2[C:22](=[CH:23][C:24]([CH3:27])=[CH:25][CH:26]=2)[N:28]=1, predict the reactants needed to synthesize it. The reactants are: NC1C=C(C)C2C(=CC3C(C=2)=CC=CC=3)C=1C#N.[C:19]([C:21]1[CH:26]=[CH:25][C:24]([CH3:27])=[CH:23][C:22]=1[NH:28][C:29](=O)[C:30]1[CH:35]=[CH:34][CH:33]=[CH:32][C:31]=1[O:36][CH3:37])#[N:20].C[O:40]C1C(C(Cl)=O)=CC=CC=1. (7) Given the product [Cl:27][C:13]1[CH:14]=[C:15]([NH:18][C:19]2[CH:24]=[CH:23][CH:22]=[CH:21][C:20]=2[O:25][CH3:26])[CH:16]=[CH:17][C:12]=1[C:10]([C:8]1[CH:9]=[C:4]([N:1]2[CH:32]=[C:31]([CH2:30][CH2:29][OH:33])[N:3]=[N:2]2)[CH:5]=[CH:6][C:7]=1[CH3:28])=[O:11], predict the reactants needed to synthesize it. The reactants are: [N:1]([C:4]1[CH:5]=[CH:6][C:7]([CH3:28])=[C:8]([C:10]([C:12]2[CH:17]=[CH:16][C:15]([NH:18][C:19]3[CH:24]=[CH:23][CH:22]=[CH:21][C:20]=3[O:25][CH3:26])=[CH:14][C:13]=2[Cl:27])=[O:11])[CH:9]=1)=[N+:2]=[N-:3].[CH2:29]([OH:33])[CH2:30][C:31]#[CH:32].